From a dataset of Catalyst prediction with 721,799 reactions and 888 catalyst types from USPTO. Predict which catalyst facilitates the given reaction. (1) Reactant: [CH:1]1([CH2:4]Br)[CH2:3][CH2:2]1.[CH3:6][C:7]1[CH:11]=[C:10]([CH3:12])[N:9]([CH2:13][C:14]([NH:16][C:17]2[CH:22]=[C:21]([C:23]([C:25]3[C:33]4[CH:32]=[N:31][CH:30]=[N:29][C:28]=4[NH:27][CH:26]=3)=[O:24])[CH:20]=[CH:19][N:18]=2)=[O:15])[N:8]=1.C(=O)([O-])[O-].[K+].[K+].[Cl-].[NH4+]. Product: [CH:1]1([CH2:4][N:27]2[C:28]3[N:29]=[CH:30][N:31]=[CH:32][C:33]=3[C:25]([C:23]([C:21]3[CH:20]=[CH:19][N:18]=[C:17]([NH:16][C:14](=[O:15])[CH2:13][N:9]4[C:10]([CH3:12])=[CH:11][C:7]([CH3:6])=[N:8]4)[CH:22]=3)=[O:24])=[CH:26]2)[CH2:3][CH2:2]1. The catalyst class is: 3. (2) Reactant: [C:1]([OH:6])(=[O:5])[C:2]([OH:4])=[O:3].[CH2:7]1[CH:11]2[CH2:12][CH2:13][CH2:14][CH:10]2[CH2:9][N:8]1[CH2:15][CH2:16][CH2:17][CH2:18][NH:19][C:20]1[CH:27]=[CH:26][C:23]([C:24]#[N:25])=[CH:22][CH:21]=1.[OH-:28].[K+]. Product: [C:1]([OH:6])(=[O:5])[C:2]([OH:4])=[O:3].[CH2:9]1[CH:10]2[CH2:14][CH2:13][CH2:12][CH:11]2[CH2:7][N:8]1[CH2:15][CH2:16][CH2:17][CH2:18][NH:19][C:20]1[CH:27]=[CH:26][C:23]([C:24]([NH2:25])=[O:28])=[CH:22][CH:21]=1. The catalyst class is: 40. (3) Reactant: C1C=C[NH+]=CC=1.[O-][Cr](Cl)(=O)=O.[OH:12][CH2:13][C:14]1[CH:19]=[CH:18][C:17]([NH:20][C:21](=[O:27])[O:22][C:23]([CH3:26])([CH3:25])[CH3:24])=[C:16]([O:28][CH3:29])[CH:15]=1. Product: [CH:13]([C:14]1[CH:19]=[CH:18][C:17]([NH:20][C:21](=[O:27])[O:22][C:23]([CH3:24])([CH3:25])[CH3:26])=[C:16]([O:28][CH3:29])[CH:15]=1)=[O:12]. The catalyst class is: 4.